The task is: Predict the product of the given reaction.. This data is from Forward reaction prediction with 1.9M reactions from USPTO patents (1976-2016). (1) Given the reactants C([O:3][C:4]([CH:6]1[CH2:11][CH2:10][N:9]([CH2:12][C:13]2[CH:18]=[CH:17][CH:16]=[C:15]([NH:19][C:20]([O:22][C:23]([CH3:26])([CH3:25])[CH3:24])=[O:21])[CH:14]=2)[CH2:8][CH2:7]1)=[O:5])C.Cl, predict the reaction product. The product is: [C:23]([O:22][C:20]([NH:19][C:15]1[CH:14]=[C:13]([CH:18]=[CH:17][CH:16]=1)[CH2:12][N:9]1[CH2:10][CH2:11][CH:6]([C:4]([OH:5])=[O:3])[CH2:7][CH2:8]1)=[O:21])([CH3:26])([CH3:24])[CH3:25]. (2) Given the reactants [H][H].NC1C=C(N)C=CC=1C.NC1C=CC=C(N)C=1C.[N+:21]([C:24]1[CH:29]=[C:28]([N+]([O-])=O)[CH:27]=[CH:26][C:25]=1[CH3:33])([O-:23])=[O:22].[N+:34](C1C=CC=C([N+]([O-])=O)C=1C)([O-:36])=[O:35], predict the reaction product. The product is: [N+:34]([C:29]1[C:24]([N+:21]([O-:23])=[O:22])=[C:25]([CH3:33])[CH:26]=[CH:27][CH:28]=1)([O-:36])=[O:35]. (3) Given the reactants [OH:1][C:2]1[CH:7]=[CH:6][C:5]([CH2:8][C:9]([O:11][CH3:12])=[O:10])=[CH:4][C:3]=1[N+:13]([O-:15])=[O:14].[C:16]([O-])([O-])=O.[K+].[K+].CI, predict the reaction product. The product is: [CH3:16][O:1][C:2]1[CH:7]=[CH:6][C:5]([CH2:8][C:9]([O:11][CH3:12])=[O:10])=[CH:4][C:3]=1[N+:13]([O-:15])=[O:14]. (4) Given the reactants [N:1]1([C:11]([O:13][C:14]([CH3:17])([CH3:16])[CH3:15])=[O:12])[CH2:6][CH2:5][CH:4]([C:7]([O:9][CH3:10])=[O:8])[CH2:3][CH2:2]1.C[Si]([N-][Si](C)(C)C)(C)C.[Na+].[CH2:28](Br)[C:29]1[CH:34]=[CH:33][CH:32]=[CH:31][CH:30]=1, predict the reaction product. The product is: [CH2:28]([C:4]1([C:7]([O:9][CH3:10])=[O:8])[CH2:3][CH2:2][N:1]([C:11]([O:13][C:14]([CH3:17])([CH3:16])[CH3:15])=[O:12])[CH2:6][CH2:5]1)[C:29]1[CH:34]=[CH:33][CH:32]=[CH:31][CH:30]=1. (5) Given the reactants [Br:1][C:2]1[CH:3]=[C:4]([CH:12](O)[CH3:13])[CH:5]=[C:6]([C:8]([F:11])([F:10])[F:9])[CH:7]=1.C(Br)(Br)(Br)[Br:16].C1(P(C2C=CC=CC=2)C2C=CC=CC=2)C=CC=CC=1, predict the reaction product. The product is: [Br:1][C:2]1[CH:7]=[C:6]([C:8]([F:11])([F:10])[F:9])[CH:5]=[C:4]([CH:12]([Br:16])[CH3:13])[CH:3]=1. (6) Given the reactants [OH-].[Li+].C([O:6][C:7]1[CH:8]=[C:9]2[C:13](=[CH:14][C:15]=1[CH3:16])[N:12](C(=O)C)[N:11]=[CH:10]2)(=O)C.S([O-])(O)(=O)=O.[K+].O, predict the reaction product. The product is: [CH3:16][C:15]1[CH:14]=[C:13]2[C:9]([CH:10]=[N:11][NH:12]2)=[CH:8][C:7]=1[OH:6]. (7) The product is: [NH2:7][CH:8]([CH2:12][C:13]1[C:21]2[C:16](=[CH:17][CH:18]=[CH:19][CH:20]=2)[NH:15][CH:14]=1)[C@H:9]([OH:11])[CH3:10]. Given the reactants C(OC(=O)[NH:7][C@H:8]([CH2:12][C:13]1[C:21]2[C:16](=[CH:17][CH:18]=[CH:19][CH:20]=2)[NH:15][CH:14]=1)[CH:9]([OH:11])[CH3:10])(C)(C)C.C(O)(C(F)(F)F)=O, predict the reaction product. (8) The product is: [CH:1]1([O:7][C:8]2[CH:15]=[CH:14][C:11](/[CH:12]=[CH:19]/[N+:16]([O-:18])=[O:17])=[CH:10][CH:9]=2)[CH2:6][CH2:5][CH2:4][CH2:3][CH2:2]1. Given the reactants [CH:1]1([O:7][C:8]2[CH:15]=[CH:14][C:11]([CH:12]=O)=[CH:10][CH:9]=2)[CH2:6][CH2:5][CH2:4][CH2:3][CH2:2]1.[N+:16]([CH3:19])([O-:18])=[O:17].C([O-])(=O)C.[NH4+], predict the reaction product. (9) Given the reactants [NH2:1][C:2]1[CH:26]=[CH:25][C:24]([O:27][C:28]2[CH:33]=[CH:32][CH:31]=[CH:30][CH:29]=2)=[CH:23][C:3]=1[C:4]([NH:6][C:7]1[CH:12]=[CH:11][C:10]([O:13][CH2:14][CH2:15][N:16]2[CH2:20][CH2:19][CH2:18][CH2:17]2)=[C:9]([O:21][CH3:22])[CH:8]=1)=[O:5].[C:34](C1NC=CN=1)(C1NC=CN=1)=[O:35], predict the reaction product. The product is: [CH3:22][O:21][C:9]1[CH:8]=[C:7]([N:6]2[C:4](=[O:5])[C:3]3[C:2](=[CH:26][CH:25]=[C:24]([O:27][C:28]4[CH:33]=[CH:32][CH:31]=[CH:30][CH:29]=4)[CH:23]=3)[NH:1][C:34]2=[O:35])[CH:12]=[CH:11][C:10]=1[O:13][CH2:14][CH2:15][N:16]1[CH2:17][CH2:18][CH2:19][CH2:20]1.